Dataset: Catalyst prediction with 721,799 reactions and 888 catalyst types from USPTO. Task: Predict which catalyst facilitates the given reaction. (1) Reactant: Cl[CH2:2][C:3]([NH:5][C:6]1[CH:11]=[CH:10][CH:9]=[CH:8][CH:7]=1)=[O:4].[N:12]1[CH:17]=[CH:16][CH:15]=[CH:14][C:13]=1[N:18]1[CH2:23][CH2:22][NH:21][CH2:20][CH2:19]1.C(N(CC)C(C)C)(C)C. Product: [C:6]1([NH:5][C:3](=[O:4])[CH2:2][N:21]2[CH2:22][CH2:23][N:18]([C:13]3[CH:14]=[CH:15][CH:16]=[CH:17][N:12]=3)[CH2:19][CH2:20]2)[CH:11]=[CH:10][CH:9]=[CH:8][CH:7]=1. The catalyst class is: 11. (2) Reactant: [NH:1]1[CH2:6][CH2:5][CH2:4][CH2:3][CH2:2]1.CC(C1C=C(C(C)C)C(C2C=CC=CC=2P(C2CCCCC2)C2CCCCC2)=C(C(C)C)C=1)C.CC([O-])(C)C.[Na+].Br[C:48]1[CH:49]=[C:50]2[C:59](=[C:60]3[C:65]=1[CH:64]=[CH:63][CH:62]=[N:61]3)[NH:58][S:57](=[O:67])(=[O:66])[C:56]1[C:51]2=[CH:52][CH:53]=[CH:54][CH:55]=1. Product: [N:1]1([C:48]2[CH:49]=[C:50]3[C:59](=[C:60]4[C:65]=2[CH:64]=[CH:63][CH:62]=[N:61]4)[NH:58][S:57](=[O:67])(=[O:66])[C:56]2[C:51]3=[CH:52][CH:53]=[CH:54][CH:55]=2)[CH2:6][CH2:5][CH2:4][CH2:3][CH2:2]1. The catalyst class is: 187. (3) Reactant: C(O)(C)C.O.C(O)(=O)CCC(O)=O.[NH2:14][C:15]1[CH:20]=[CH:19][N:18]([C@H:21]2[O:25][C@@H:24]([CH2:26][OH:27])[S:23][CH2:22]2)[C:17](=[O:28])[N:16]=1.C(N(CC)CC)C. Product: [NH2:14][C:15]1[CH:20]=[CH:19][N:18]([C@H:21]2[O:25][C@@H:24]([CH2:26][OH:27])[S:23][CH2:22]2)[C:17](=[O:28])[N:16]=1. The catalyst class is: 6. (4) Reactant: C1(P(C2C=CC=CC=2)C2C=CC=CC=2)C=CC=CC=1.[C:20]([Br:24])(Br)(Br)Br.[F:25][C:26]1[C:31]([CH:32]([CH3:34])[CH3:33])=[CH:30][C:29]([C:35]2[CH:40]=[CH:39][C:38]([C:41]([F:44])([F:43])[F:42])=[CH:37][C:36]=2CO)=[C:28]([O:47][CH3:48])[C:27]=1[OH:49]. Product: [Br:24][CH2:20][C:36]1[CH:37]=[C:38]([C:41]([F:44])([F:42])[F:43])[CH:39]=[CH:40][C:35]=1[C:29]1[CH:30]=[C:31]([CH:32]([CH3:34])[CH3:33])[C:26]([F:25])=[C:27]([OH:49])[C:28]=1[O:47][CH3:48]. The catalyst class is: 2. (5) Reactant: [N+:1]([C:4]1[CH:9]=[CH:8][C:7]([N:10]2[CH2:13][CH2:12][CH2:11]2)=[CH:6][CH:5]=1)([O-])=O. The catalyst class is: 50. Product: [N:10]1([C:7]2[CH:6]=[CH:5][C:4]([NH2:1])=[CH:9][CH:8]=2)[CH2:11][CH2:12][CH2:13]1. (6) Reactant: [CH2:1]([C:3]1[N:12]([CH2:13][CH2:14][CH3:15])[C:11](=[O:16])[C:10]2[C:5](=[CH:6][CH:7]=[CH:8][CH:9]=2)[N:4]=1)[CH3:2].C([O-])(=O)C.[Na+].[Br:22]Br.O. Product: [Br:22][CH:1]([C:3]1[N:12]([CH2:13][CH2:14][CH3:15])[C:11](=[O:16])[C:10]2[C:5](=[CH:6][CH:7]=[CH:8][CH:9]=2)[N:4]=1)[CH3:2]. The catalyst class is: 15.